From a dataset of Forward reaction prediction with 1.9M reactions from USPTO patents (1976-2016). Predict the product of the given reaction. Given the reactants [C:1]1([S:7]([CH2:10][C:11]2[C:16]([C:17]([O:19][CH2:20][CH3:21])=[O:18])=[C:15]([O:22][CH3:23])[C:14]([Br:24])=[CH:13][CH:12]=2)(=[O:9])=[O:8])[CH:6]=[CH:5][CH:4]=[CH:3][CH:2]=1.Br[C:26]1C(OC)=C(C=CC=1CSC1C=CC=CC=1C)C(OCC)=O, predict the reaction product. The product is: [Br:24][C:14]1[C:15]([O:22][CH3:23])=[C:16]([C:11]([CH2:10][S:7]([C:1]2[CH:2]=[CH:3][CH:4]=[CH:5][C:6]=2[CH3:26])(=[O:9])=[O:8])=[CH:12][CH:13]=1)[C:17]([O:19][CH2:20][CH3:21])=[O:18].